From a dataset of Full USPTO retrosynthesis dataset with 1.9M reactions from patents (1976-2016). Predict the reactants needed to synthesize the given product. (1) Given the product [CH3:1][O:2][C:3]1[CH:8]=[CH:7][CH:6]=[C:5]([O:9][CH3:10])[C:4]=1[CH:11]1[N:15]([CH2:19][C:20]2[CH:25]=[CH:24][CH:23]=[C:22]([O:26][C:27]([F:28])([F:29])[F:30])[CH:21]=2)[C:14](=[O:16])[CH:13]([CH3:17])[CH2:12]1, predict the reactants needed to synthesize it. The reactants are: [CH3:1][O:2][C:3]1[CH:8]=[CH:7][CH:6]=[C:5]([O:9][CH3:10])[C:4]=1[CH:11]1[NH:15][C:14](=[O:16])[CH:13]([CH3:17])[CH2:12]1.Br[CH2:19][C:20]1[CH:25]=[CH:24][CH:23]=[C:22]([O:26][C:27]([F:30])([F:29])[F:28])[CH:21]=1. (2) Given the product [C:35]1([C:13]2[CH:14]=[CH:15][CH:16]=[CH:17][CH:18]=2)[CH:36]=[CH:37][C:38]([CH2:11][C@@H:10]([NH:9][C:6]([O:59][C:42]([CH3:41])([CH3:43])[CH3:47])=[O:58])[CH2:12][C:3](=[CH2:4])[C:52]([OH:55])=[O:53])=[CH:39][CH:40]=1, predict the reactants needed to synthesize it. The reactants are: C([Li])C[CH2:3][CH3:4].[CH:6]([NH:9][CH:10]([CH3:12])[CH3:11])(C)C.[C:13]1([C:35]2[CH:40]=[CH:39][CH:38]=[CH:37][CH:36]=2)[CH:18]=[CH:17][C:16](C[C@H]2N(CC3C=CC(OC)=CC=3)C(=O)CC2)=[CH:15][CH:14]=1.[C:41](Cl)(=O)[C:42]1[CH:47]=CC=C[CH:43]=1.C=O.[C:52]([O-:55])([O-])=[O:53].[K+].[K+].[OH2:58].[OH-:59].[Li+].P(=O)(O)(O)O. (3) Given the product [C:22]([O:21][C:19]([N:16]1[CH2:17][CH2:18][CH:13]([CH2:12][N:1]2[CH2:6][CH2:5][CH2:4][CH2:3][CH2:2]2)[CH2:14][CH2:15]1)=[O:20])([CH3:25])([CH3:24])[CH3:23], predict the reactants needed to synthesize it. The reactants are: [NH:1]1[CH2:6][CH2:5][CH2:4][CH2:3][CH2:2]1.S(O[CH2:12][CH:13]1[CH2:18][CH2:17][N:16]([C:19]([O:21][C:22]([CH3:25])([CH3:24])[CH3:23])=[O:20])[CH2:15][CH2:14]1)(=O)(=O)C. (4) The reactants are: [CH3:1][C@@H:2]1[CH2:7][CH2:6][CH2:5][NH:4][C@H:3]1[CH2:8][NH:9][C:10](=[O:16])[O:11][C:12]([CH3:15])([CH3:14])[CH3:13].CCN(C(C)C)C(C)C.[F:26][C:27]1[CH:32]=[CH:31][C:30]([C:33]2[S:37][C:36]([CH3:38])=[N:35][C:34]=2[C:39](O)=[O:40])=[CH:29][CH:28]=1.CN(C(ON1N=NC2C=CC=NC1=2)=[N+](C)C)C.F[P-](F)(F)(F)(F)F. Given the product [F:26][C:27]1[CH:28]=[CH:29][C:30]([C:33]2[S:37][C:36]([CH3:38])=[N:35][C:34]=2[C:39]([N:4]2[CH2:5][CH2:6][CH2:7][C@@H:2]([CH3:1])[C@@H:3]2[CH2:8][NH:9][C:10](=[O:16])[O:11][C:12]([CH3:15])([CH3:14])[CH3:13])=[O:40])=[CH:31][CH:32]=1, predict the reactants needed to synthesize it. (5) Given the product [C:1]1([C:7]2[C:8]([C:12]([N:40]3[CH2:41][CH2:42][N:29]([C:33]4[CH:32]=[C:37]([CH:36]=[CH:35][CH:34]=4)[C:26]([NH2:17])=[O:27])[CH2:39][CH2:38]3)=[O:14])=[CH:9][NH:10][CH:11]=2)[CH:2]=[CH:3][CH:4]=[CH:5][CH:6]=1, predict the reactants needed to synthesize it. The reactants are: [C:1]1([C:7]2[C:8]([C:12]([OH:14])=O)=[CH:9][NH:10][CH:11]=2)[CH:6]=[CH:5][CH:4]=[CH:3][CH:2]=1.Cl.C[N:17]([CH3:26])CCCN=C=NCC.[OH2:27].O[N:29]1[C:33]2[CH:34]=[CH:35][CH:36]=[CH:37][C:32]=2N=N1.[CH2:38]([N:40](CC)[CH2:41][CH3:42])[CH3:39]. (6) Given the product [CH2:9]([O:11][C:12]([C:13]1[CH:14]=[C:15]([CH3:16])[N:5]([C:4]2[CH:6]=[CH:7][CH:8]=[C:2]([Cl:1])[CH:3]=2)[C:18]=1[C:19]1[CH:20]=[CH:21][CH:22]=[CH:23][CH:24]=1)=[O:26])[CH3:10], predict the reactants needed to synthesize it. The reactants are: [Cl:1][C:2]1[CH:3]=[C:4]([CH:6]=[CH:7][CH:8]=1)[NH2:5].[CH2:9]([O:11][C:12](=[O:26])[CH:13]([C:18](=O)[C:19]1[CH:24]=[CH:23][CH:22]=[CH:21][CH:20]=1)[CH2:14][C:15](=O)[CH3:16])[CH3:10].CC1C=CC(S(O)(=O)=O)=CC=1.